Dataset: Full USPTO retrosynthesis dataset with 1.9M reactions from patents (1976-2016). Task: Predict the reactants needed to synthesize the given product. (1) Given the product [NH2:8][C:36]1[C:31]2[N:32]=[CH:33][CH:34]=[CH:35][C:30]=2[C:51]2[CH:52]=[C:45]([C:44]([O:47][CH2:48][CH3:49])=[O:46])[CH:54]=[CH:55][C:50]=2[N:37]=1, predict the reactants needed to synthesize it. The reactants are: C(OC([NH:8]C1C=CC(C(OCC)=O)=CC=1B1OC(C)(C)C(C)(C)O1)=O)(C)(C)C.Br[C:30]1[C:31]([C:36]#[N:37])=[N:32][CH:33]=[CH:34][CH:35]=1.C(=O)([O-])[O-].[K+].[K+].[C:44]([O:47][CH2:48][CH3:49])(=[O:46])[CH3:45].[C:50]1(C)[CH:55]=[CH:54]C=[CH:52][CH:51]=1.C(O)C. (2) Given the product [CH:10]1([NH:18][C:2]2[C:7]([CH3:8])=[C:6]([I:9])[CH:5]=[CH:4][N:3]=2)[CH2:17][CH2:16][CH2:15][CH2:14][CH2:13][CH2:12][CH2:11]1, predict the reactants needed to synthesize it. The reactants are: F[C:2]1[C:7]([CH3:8])=[C:6]([I:9])[CH:5]=[CH:4][N:3]=1.[CH:10]1([NH2:18])[CH2:17][CH2:16][CH2:15][CH2:14][CH2:13][CH2:12][CH2:11]1. (3) Given the product [C:1]([C:4]1[CH:5]=[C:6]([N:16]([CH2:30][CH3:31])[C:17](=[O:22])[C:18]([F:21])([F:19])[F:20])[CH:7]=[C:8]([S:10]([F:14])([F:15])([F:13])([F:12])[F:11])[CH:9]=1)(=[O:3])[CH3:2], predict the reactants needed to synthesize it. The reactants are: [C:1]([C:4]1[CH:5]=[C:6]([NH:16][C:17](=[O:22])[C:18]([F:21])([F:20])[F:19])[CH:7]=[C:8]([S:10]([F:15])([F:14])([F:13])([F:12])[F:11])[CH:9]=1)(=[O:3])[CH3:2].C(=O)([O-])[O-].[K+].[K+].I[CH2:30][CH3:31].IC.Cl. (4) The reactants are: Br[C:2]1[CH:3]=[N:4][C:5]2[N:6]([N:8]=[C:9]([C:11]([CH3:14])([CH3:13])[CH3:12])[N:10]=2)[CH:7]=1.[C:15]([Si:17]([CH3:20])([CH3:19])[CH3:18])#[CH:16]. Given the product [C:11]([C:9]1[N:10]=[C:5]2[N:4]=[CH:3][C:2]([C:16]#[C:15][Si:17]([CH3:20])([CH3:19])[CH3:18])=[CH:7][N:6]2[N:8]=1)([CH3:14])([CH3:13])[CH3:12], predict the reactants needed to synthesize it.